This data is from Reaction yield outcomes from USPTO patents with 853,638 reactions. The task is: Predict the reaction yield, written as a fraction of the theoretical maximum amount of product (1.0 means a 100% yield; for example, 0.34 means a 34% yield). The reactants are [CH2:1]([O:3][P:4]([CH2:9][CH2:10][NH:11][CH2:12][C:13]([CH3:36])=[CH:14][CH2:15][C:16]1[C:17]([O:29][CH2:30][CH2:31][Si:32]([CH3:35])([CH3:34])[CH3:33])=[C:18]2[C:22](=[C:23]([CH3:27])[C:24]=1[O:25][CH3:26])[CH2:21][O:20][C:19]2=[O:28])(=[O:8])[O:5][CH2:6][CH3:7])[CH3:2].[C:37](OC(=O)C)(=[O:39])[CH3:38]. The catalyst is C(O)(=O)C. The product is [CH2:1]([O:3][P:4]([CH2:9][CH2:10][N:11]([C:37](=[O:39])[CH3:38])[CH2:12][C:13]([CH3:36])=[CH:14][CH2:15][C:16]1[C:17]([O:29][CH2:30][CH2:31][Si:32]([CH3:33])([CH3:34])[CH3:35])=[C:18]2[C:22](=[C:23]([CH3:27])[C:24]=1[O:25][CH3:26])[CH2:21][O:20][C:19]2=[O:28])(=[O:8])[O:5][CH2:6][CH3:7])[CH3:2]. The yield is 0.810.